The task is: Predict the reactants needed to synthesize the given product.. This data is from Full USPTO retrosynthesis dataset with 1.9M reactions from patents (1976-2016). Given the product [CH:1]1([C:4]2[C:5]([O:15][C@@H:16]3[CH2:21][CH2:20][CH2:19][N:18]([CH2:22][C:23]4[CH:28]=[CH:27][C:26]([F:29])=[CH:25][C:24]=4[C:30]([F:33])([F:32])[F:31])[CH2:17]3)=[CH:6][C:7]([F:14])=[C:8]([CH:13]=2)[C:9]([NH:85][S:82]([CH3:81])(=[O:84])=[O:83])=[O:10])[CH2:3][CH2:2]1, predict the reactants needed to synthesize it. The reactants are: [CH:1]1([C:4]2[C:5]([O:15][C@@H:16]3[CH2:21][CH2:20][CH2:19][N:18]([CH2:22][C:23]4[CH:28]=[CH:27][C:26]([F:29])=[CH:25][C:24]=4[C:30]([F:33])([F:32])[F:31])[CH2:17]3)=[CH:6][C:7]([F:14])=[C:8]([CH:13]=2)[C:9](OC)=[O:10])[CH2:3][CH2:2]1.[OH-].[Li+].Cl.C1(C2C(O[C@@H]3CCCN(CC4C=CC(F)=CC=4C(F)(F)F)C3)=CC(F)=C(C=2)C(O)=O)CC1.Cl.C(N=C=NCCCN(C)C)C.[CH3:81][S:82]([NH2:85])(=[O:84])=[O:83].